This data is from Reaction yield outcomes from USPTO patents with 853,638 reactions. The task is: Predict the reaction yield, written as a fraction of the theoretical maximum amount of product (1.0 means a 100% yield; for example, 0.34 means a 34% yield). The reactants are [NH2:1][CH2:2][C@@H:3]1[C@@H:11]([C@@:12]2([CH3:21])[CH2:17][CH2:16][C@H:15]([OH:18])[CH2:14][C@@H:13]2[CH2:19][OH:20])[CH2:10][CH2:9][C@@:8]2([CH3:22])[C@H:4]1[CH2:5][CH2:6][C:7]2=[CH2:23].C1CN([P+](ON2N=NC3C=CC=CC2=3)(N2CCCC2)N2CCCC2)CC1.F[P-](F)(F)(F)(F)F.[C:57](O)(=[O:67])[C:58]1[CH:66]=[CH:65][C:64]2[O:63][CH2:62][O:61][C:60]=2[CH:59]=1.CCN(C(C)C)C(C)C. The catalyst is CCOC(C)=O.CN(C=O)C. The product is [OH:18][C@H:15]1[CH2:16][CH2:17][C@@:12]([C@H:11]2[CH2:10][CH2:9][C@@:8]3([CH3:22])[C@@H:4]([CH2:5][CH2:6][C:7]3=[CH2:23])[C@@H:3]2[CH2:2][NH:1][C:57]([C:58]2[CH:66]=[CH:65][C:64]3[O:63][CH2:62][O:61][C:60]=3[CH:59]=2)=[O:67])([CH3:21])[C@@H:13]([CH2:19][OH:20])[CH2:14]1. The yield is 0.680.